This data is from Forward reaction prediction with 1.9M reactions from USPTO patents (1976-2016). The task is: Predict the product of the given reaction. (1) Given the reactants [CH3:1][C:2]1[C:3]([C:8]#[N:9])=[N:4][CH:5]=[CH:6][CH:7]=1.C1C(=O)N([Br:17])C(=O)C1, predict the reaction product. The product is: [Br:17][CH2:1][C:2]1[C:3]([C:8]#[N:9])=[N:4][CH:5]=[CH:6][CH:7]=1. (2) The product is: [CH3:38][NH:39][C:25]([CH:23]1[CH2:24][N:21]([C:18]2[CH:17]=[CH:16][C:15]([C:12]3[CH2:11][C:10]([C:4]4[CH:3]=[C:2]([Cl:1])[C:7]([Cl:8])=[C:6]([Cl:9])[CH:5]=4)([C:28]([F:29])([F:30])[F:31])[O:14][N:13]=3)=[CH:20][CH:19]=2)[CH2:22]1)=[O:26]. Given the reactants [Cl:1][C:2]1[CH:3]=[C:4]([C:10]2([C:28]([F:31])([F:30])[F:29])[O:14][N:13]=[C:12]([C:15]3[CH:20]=[CH:19][C:18]([N:21]4[CH2:24][CH:23]([C:25](O)=[O:26])[CH2:22]4)=[CH:17][CH:16]=3)[CH2:11]2)[CH:5]=[C:6]([Cl:9])[C:7]=1[Cl:8].C(Cl)(=O)C(Cl)=O.[CH3:38][NH2:39], predict the reaction product. (3) Given the reactants [Br:1][C:2]1[CH:7]=[CH:6][C:5](I)=[CH:4][CH:3]=1.[CH:9]1[CH:14]=[CH:13][C:12]([N:15]([C:22]2[CH:27]=[CH:26][C:25]([NH2:28])=[CH:24][CH:23]=2)[C:16]2[CH:21]=[CH:20][CH:19]=[CH:18][CH:17]=2)=[CH:11][CH:10]=1.C[C:30]([CH3:33])([O-])[CH3:31].[Na+], predict the reaction product. The product is: [Br:1][C:2]1[CH:7]=[CH:6][C:5]([N:28]([C:31]2[CH:30]=[CH:33][C:2]([Br:1])=[CH:3][CH:4]=2)[C:25]2[CH:26]=[CH:27][C:22]([N:15]([C:16]3[CH:21]=[CH:20][CH:19]=[CH:18][CH:17]=3)[C:12]3[CH:11]=[CH:10][CH:9]=[CH:14][CH:13]=3)=[CH:23][CH:24]=2)=[CH:4][CH:3]=1. (4) The product is: [Cl:1][C:2]1[C:3]([C:9]([NH:26][C:24]2[CH:23]=[CH:22][N:21]3[CH:27]=[C:18]([C:12]4[CH:17]=[CH:16][CH:15]=[CH:14][CH:13]=4)[N:19]=[C:20]3[N:25]=2)=[O:11])=[N:4][C:5]([CH3:8])=[N:6][CH:7]=1. Given the reactants [Cl:1][C:2]1[C:3]([C:9]([OH:11])=O)=[N:4][C:5]([CH3:8])=[N:6][CH:7]=1.[C:12]1([C:18]2[N:19]=[C:20]3[N:25]=[C:24]([NH2:26])[CH:23]=[CH:22][N:21]3[CH:27]=2)[CH:17]=[CH:16][CH:15]=[CH:14][CH:13]=1.C(N(C(C)C)CC)(C)C.CCCP(=O)=O, predict the reaction product. (5) Given the reactants [Br:1][C:2]1[CH:3]=[CH:4][C:5]([OH:10])=[C:6]([CH:9]=1)[CH:7]=[O:8].[CH2:11]([CH:13]1[O:15][CH2:14]1)Br.C([O-])([O-])=O.[K+].[K+].O, predict the reaction product. The product is: [Br:1][C:2]1[CH:3]=[CH:4][C:5]([O:10][CH2:11][CH:13]2[CH2:14][O:15]2)=[C:6]([CH:9]=1)[CH:7]=[O:8]. (6) Given the reactants [Cl:1][C:2]1[CH:10]=[CH:9][C:8]([F:11])=[CH:7][C:3]=1[C:4](Cl)=[O:5].[CH:12]1([CH2:15][CH2:16][NH:17][C:18]([C:20]2[N:21]=[N:22][C:23]([N:26]3[CH2:31][CH2:30][NH:29][CH2:28][CH2:27]3)=[CH:24][CH:25]=2)=[O:19])[CH2:14][CH2:13]1, predict the reaction product. The product is: [CH:12]1([CH2:15][CH2:16][NH:17][C:18]([C:20]2[N:21]=[N:22][C:23]([N:26]3[CH2:31][CH2:30][N:29]([C:4](=[O:5])[C:3]4[CH:7]=[C:8]([F:11])[CH:9]=[CH:10][C:2]=4[Cl:1])[CH2:28][CH2:27]3)=[CH:24][CH:25]=2)=[O:19])[CH2:14][CH2:13]1. (7) Given the reactants Br[C:2]1[CH:3]=[C:4]2[C:9](=[C:10]([O:12][CH3:13])[CH:11]=1)[N:8]=[CH:7][N:6]([CH2:14][O:15][CH2:16][CH2:17][Si:18]([CH3:21])([CH3:20])[CH3:19])[C:5]2=[O:22].[F:23][C:24]1[CH:29]=[CH:28][C:27](B(O)O)=[CH:26][CH:25]=1.C(=O)([O-])[O-].[K+].[K+], predict the reaction product. The product is: [F:23][C:24]1[CH:29]=[CH:28][C:27]([C:2]2[CH:3]=[C:4]3[C:9](=[C:10]([O:12][CH3:13])[CH:11]=2)[N:8]=[CH:7][N:6]([CH2:14][O:15][CH2:16][CH2:17][Si:18]([CH3:21])([CH3:20])[CH3:19])[C:5]3=[O:22])=[CH:26][CH:25]=1.